This data is from NCI-60 drug combinations with 297,098 pairs across 59 cell lines. The task is: Regression. Given two drug SMILES strings and cell line genomic features, predict the synergy score measuring deviation from expected non-interaction effect. Drug 2: CCCCCOC(=O)NC1=NC(=O)N(C=C1F)C2C(C(C(O2)C)O)O. Cell line: UACC62. Synergy scores: CSS=-1.62, Synergy_ZIP=-0.898, Synergy_Bliss=-4.94, Synergy_Loewe=-9.54, Synergy_HSA=-5.51. Drug 1: CNC(=O)C1=CC=CC=C1SC2=CC3=C(C=C2)C(=NN3)C=CC4=CC=CC=N4.